The task is: Binary Classification. Given a drug SMILES string, predict its activity (active/inactive) in a high-throughput screening assay against a specified biological target.. This data is from HIV replication inhibition screening data with 41,000+ compounds from the AIDS Antiviral Screen. The result is 1 (active). The drug is Oc1ccc(C2Oc3cc(O)cc(C4c5c(cc(O)cc5C5C(c6ccc(O)cc6)OC(c6ccc(O)cc6)C5c5cc(O)cc(O)c5)OC4c4ccc(O)cc4)c3C2c2cc(O)cc(O)c2)cc1.